Task: Predict the reactants needed to synthesize the given product.. Dataset: Full USPTO retrosynthesis dataset with 1.9M reactions from patents (1976-2016) Given the product [OH:27][CH:24]1[CH2:23][CH2:22][C:19]2([O:18][C:17](=[O:28])[N:16]([C@H:14]([C:11]3[CH:12]=[CH:13][C:8]([C:5]4[CH:6]=[CH:7][N:2]([CH3:1])[C:3](=[O:29])[CH:4]=4)=[CH:9][CH:10]=3)[CH3:15])[CH2:21][CH2:20]2)[CH2:26][CH2:25]1, predict the reactants needed to synthesize it. The reactants are: [CH3:1][N:2]1[CH:7]=[CH:6][C:5]([C:8]2[CH:13]=[CH:12][C:11]([C@@H:14]([N:16]3[CH2:21][CH2:20][C:19]4([CH2:26][CH2:25][C:24](=[O:27])[CH2:23][CH2:22]4)[O:18][C:17]3=[O:28])[CH3:15])=[CH:10][CH:9]=2)=[CH:4][C:3]1=[O:29].CC(C)[O-].CC(C)[O-].CC(C)[O-].[Al+3].